This data is from Full USPTO retrosynthesis dataset with 1.9M reactions from patents (1976-2016). The task is: Predict the reactants needed to synthesize the given product. (1) Given the product [CH2:1]([O:3][C:4]([C:6]1[N:7]=[CH:8][C:9]2[C:14]([C:15]=1[OH:16])=[CH:13][CH:12]=[C:11]([O:17][C:18]1[CH:23]=[CH:22][CH:21]=[CH:20][CH:19]=1)[CH:10]=2)=[O:5])[CH3:2], predict the reactants needed to synthesize it. The reactants are: [CH2:1]([O:3][C:4]([C:6]1[N:7](CC2C=CC(OC)=CC=2OC)[CH2:8][C:9]2[C:14]([C:15]=1[OH:16])=[CH:13][CH:12]=[C:11]([O:17][C:18]1[CH:23]=[CH:22][CH:21]=[CH:20][CH:19]=1)[CH:10]=2)=[O:5])[CH3:2].S(Cl)(Cl)=O.C(O)C. (2) The reactants are: [O:1]1[C:5]2([CH2:10][CH2:9][CH:8]([OH:11])[CH2:7][CH2:6]2)[O:4][CH2:3][CH2:2]1.[H-].[Na+].CC1C=CC(S(O[CH2:25][CH2:26][CH2:27][CH2:28][CH2:29][CH2:30][CH2:31][O:32][CH3:33])(=O)=O)=CC=1.C(OCC)(=O)C. Given the product [CH3:33][O:32][CH2:31][CH2:30][CH2:29][CH2:28][CH2:27][CH2:26][CH2:25][O:11][CH:8]1[CH2:9][CH2:10][C:5]2([O:4][CH2:3][CH2:2][O:1]2)[CH2:6][CH2:7]1, predict the reactants needed to synthesize it. (3) The reactants are: [CH3:1][O:2][C:3]1[CH:4]=[C:5]2[C:9](=[CH:10][CH:11]=1)[NH:8][CH:7]=[C:6]2[CH2:12][CH2:13][NH:14][C:15](=[O:17])[CH3:16].[H-].[Na+].[S:20](Cl)([C:23]1[CH:29]=[CH:28][C:26]([CH3:27])=[CH:25][CH:24]=1)(=[O:22])=[O:21]. Given the product [CH3:1][O:2][C:3]1[CH:4]=[C:5]2[C:9](=[CH:10][CH:11]=1)[N:8]([S:20]([C:23]1[CH:29]=[CH:28][C:26]([CH3:27])=[CH:25][CH:24]=1)(=[O:22])=[O:21])[CH:7]=[C:6]2[CH2:12][CH2:13][NH:14][C:15](=[O:17])[CH3:16], predict the reactants needed to synthesize it.